From a dataset of Reaction yield outcomes from USPTO patents with 853,638 reactions. Predict the reaction yield, written as a fraction of the theoretical maximum amount of product (1.0 means a 100% yield; for example, 0.34 means a 34% yield). (1) The reactants are [CH:1]1([CH2:7][CH2:8][C:9](N(OC)C)=[O:10])[CH2:6][CH2:5][CH2:4][CH2:3][CH2:2]1.[CH:15]1([Mg]Br)[CH2:17][CH2:16]1. The catalyst is C1COCC1. The product is [CH:1]1([CH2:7][CH2:8][C:9]([CH:15]2[CH2:17][CH2:16]2)=[O:10])[CH2:6][CH2:5][CH2:4][CH2:3][CH2:2]1. The yield is 0.680. (2) No catalyst specified. The product is [CH3:1][C:2]1[C:6]2[C:7](=[O:20])[N:8]([CH2:12][CH2:13][N:14]3[CH2:19][CH2:18][CH2:17][CH2:16][CH2:15]3)[CH2:9][CH2:10][CH2:11][C:5]=2[NH:4][C:3]=1[CH:21]=[C:26]1[C:25]2[C:29](=[CH:30][CH:31]=[CH:32][C:24]=2[CH3:23])[NH:28][C:27]1=[O:33]. The reactants are [CH3:1][C:2]1[C:6]2[C:7](=[O:20])[N:8]([CH2:12][CH2:13][N:14]3[CH2:19][CH2:18][CH2:17][CH2:16][CH2:15]3)[CH2:9][CH2:10][CH2:11][C:5]=2[NH:4][C:3]=1[CH:21]=O.[CH3:23][C:24]1[CH:32]=[CH:31][CH:30]=[C:29]2[C:25]=1[CH2:26][C:27](=[O:33])[NH:28]2. The yield is 0.709.